The task is: Predict the reaction yield, written as a fraction of the theoretical maximum amount of product (1.0 means a 100% yield; for example, 0.34 means a 34% yield).. This data is from Reaction yield outcomes from USPTO patents with 853,638 reactions. (1) The reactants are [N+:1]([C:4]1[CH:9]=[CH:8][C:7]([OH:10])=[CH:6][CH:5]=1)([O-:3])=[O:2].C([O-])([O-])=O.[K+].[K+].[I-].[Na+].[CH3:19][O:20][C:21](=[O:27])[CH2:22][O:23][CH2:24][CH2:25]Br. The catalyst is CC(C)=O. The product is [CH3:19][O:20][C:21](=[O:27])[CH2:22][O:23][CH2:24][CH2:25][O:10][C:7]1[CH:8]=[CH:9][C:4]([N+:1]([O-:3])=[O:2])=[CH:5][CH:6]=1. The yield is 0.436. (2) The reactants are Cl.Cl.[NH2:3][CH:4]1[CH2:12][CH2:11][C:7]2[NH:8][CH:9]=[N:10][C:6]=2[CH2:5]1.C[O-].[Na+].CO.C(N(CC)CC)C.[CH:25]1([CH2:31][CH2:32][CH2:33][CH2:34][C:35]([Cl:37])=[O:36])[CH2:30][CH2:29][CH2:28][CH2:27][CH2:26]1. The catalyst is CC(N(C)C)=O. The product is [ClH:37].[NH:8]1[C:7]2[CH2:11][CH2:12][CH:4]([NH:3][C:35](=[O:36])[CH2:34][CH2:33][CH2:32][CH2:31][CH:25]3[CH2:30][CH2:29][CH2:28][CH2:27][CH2:26]3)[CH2:5][C:6]=2[N:10]=[CH:9]1. The yield is 0.380. (3) The reactants are C(OC([N:8]1[CH2:12][CH2:11][CH2:10][C@H:9]1[CH2:13][O:14][C:15]1[CH:16]=[C:17]([C:25]([O:27][CH3:28])=[O:26])[C:18](=[CH:23][CH:24]=1)[C:19]([O:21][CH3:22])=[O:20])=O)(C)(C)C.C(O)(C(F)(F)F)=O. The catalyst is C(Cl)Cl. The product is [NH:8]1[CH2:12][CH2:11][CH2:10][C@H:9]1[CH2:13][O:14][C:15]1[CH:16]=[C:17]([C:25]([O:27][CH3:28])=[O:26])[C:18](=[CH:23][CH:24]=1)[C:19]([O:21][CH3:22])=[O:20]. The yield is 0.180. (4) The reactants are [CH2:1]([CH:7]([CH2:47][CH2:48][CH2:49][CH2:50][CH2:51][CH2:52][CH2:53][CH3:54])[CH2:8][C:9]1[S:13][C:12]([C:14]2[C:25]3[S:24][CH:23]=[CH:22][C:21]=3[C:20]([C:26]3[S:27][C:28]([CH2:31][CH:32]([CH2:41][CH2:42][CH2:43][CH2:44][CH2:45][CH3:46])[CH2:33][CH2:34][CH2:35][CH2:36][CH2:37][CH2:38][CH2:39][CH3:40])=[CH:29][CH:30]=3)=[C:19]3[C:15]=2[CH:16]=[CH:17][S:18]3)=[CH:11][CH:10]=1)[CH2:2][CH2:3][CH2:4][CH2:5][CH3:6].C1COCC1.C([Li])CCC.[CH3:65][Sn:66](Cl)([CH3:68])[CH3:67]. The catalyst is CCCCCC. The product is [CH2:41]([CH:32]([CH2:33][CH2:34][CH2:35][CH2:36][CH2:37][CH2:38][CH2:39][CH3:40])[CH2:31][C:28]1[S:27][C:26]([C:20]2[C:19]3[S:18][C:17]([Sn:66]([CH3:68])([CH3:67])[CH3:65])=[CH:16][C:15]=3[C:14]([C:12]3[S:13][C:9]([CH2:8][CH:7]([CH2:1][CH2:2][CH2:3][CH2:4][CH2:5][CH3:6])[CH2:47][CH2:48][CH2:49][CH2:50][CH2:51][CH2:52][CH2:53][CH3:54])=[CH:10][CH:11]=3)=[C:25]3[C:21]=2[CH:22]=[C:23]([Sn:66]([CH3:68])([CH3:67])[CH3:65])[S:24]3)=[CH:30][CH:29]=1)[CH2:42][CH2:43][CH2:44][CH2:45][CH3:46]. The yield is 0.760.